This data is from Full USPTO retrosynthesis dataset with 1.9M reactions from patents (1976-2016). The task is: Predict the reactants needed to synthesize the given product. (1) Given the product [CH:1]([C:4]1[N:9]=[C:8]([CH2:10][N:11]2[CH2:15][CH2:14][N:13]([C@@H:16]([C:24]([CH3:25])([CH3:27])[CH3:26])[C:17]([OH:19])=[O:18])[C:12]2=[O:28])[CH:7]=[CH:6][CH:5]=1)([CH3:3])[CH3:2].[F:29][C:30]([F:35])([F:34])[C:31]([OH:33])=[O:32], predict the reactants needed to synthesize it. The reactants are: [CH:1]([C:4]1[N:9]=[C:8]([CH2:10][N:11]2[CH2:15][CH2:14][N:13]([C@@H:16]([C:24]([CH3:27])([CH3:26])[CH3:25])[C:17]([O:19]C(C)(C)C)=[O:18])[C:12]2=[O:28])[CH:7]=[CH:6][CH:5]=1)([CH3:3])[CH3:2].[F:29][C:30]([F:35])([F:34])[C:31]([OH:33])=[O:32]. (2) Given the product [CH2:1]([O:3][C:4](=[O:15])[C:5]([Br:25])([CH2:11][CH:12]([CH3:13])[CH3:14])[C:6]([O:8][CH2:9][CH3:10])=[O:7])[CH3:2], predict the reactants needed to synthesize it. The reactants are: [CH2:1]([O:3][C:4](=[O:15])[CH:5]([CH2:11][CH:12]([CH3:14])[CH3:13])[C:6]([O:8][CH2:9][CH3:10])=[O:7])[CH3:2].[H-].[Na+].C1C(=O)N([Br:25])C(=O)C1. (3) Given the product [CH3:1][N:2]1[CH2:3][CH2:4][N:5]([C:8]([C:10]2[CH:11]=[C:12]3[C:16](=[CH:17][CH:18]=2)[N:15]([C:24]([O:23][C:19]([CH3:22])([CH3:21])[CH3:20])=[O:25])[CH:14]=[CH:13]3)=[O:9])[CH2:6][CH2:7]1, predict the reactants needed to synthesize it. The reactants are: [CH3:1][N:2]1[CH2:7][CH2:6][N:5]([C:8]([C:10]2[CH:11]=[C:12]3[C:16](=[CH:17][CH:18]=2)[NH:15][CH:14]=[CH:13]3)=[O:9])[CH2:4][CH2:3]1.[C:19]([O:23][C:24](O[C:24]([O:23][C:19]([CH3:22])([CH3:21])[CH3:20])=[O:25])=[O:25])([CH3:22])([CH3:21])[CH3:20].O. (4) Given the product [Cl:1][C:2]1[CH:15]=[CH:14][C:13]2[S:12][C:11]3[C:6](=[CH:7][CH:8]=[CH:9][CH:10]=3)[CH:5]([NH:16][C:29]([CH2:28][NH:27][C:25](=[O:26])[CH2:24][CH2:23][C:17]3[CH:22]=[CH:21][CH:20]=[CH:19][CH:18]=3)=[O:30])[C:4]=2[CH:3]=1, predict the reactants needed to synthesize it. The reactants are: [Cl:1][C:2]1[CH:15]=[CH:14][C:13]2[S:12][C:11]3[C:6](=[CH:7][CH:8]=[CH:9][CH:10]=3)[CH:5]([NH2:16])[C:4]=2[CH:3]=1.[C:17]1([CH2:23][CH2:24][C:25]([NH:27][CH2:28][C:29](O)=[O:30])=[O:26])[CH:22]=[CH:21][CH:20]=[CH:19][CH:18]=1. (5) Given the product [C:11]([O:10][C:9]([NH:8][C:6]1[N:7]=[C:2]([CH2:1][C:24]([O:25][CH2:26][CH3:27])=[O:28])[CH:3]=[CH:4][CH:5]=1)=[O:15])([CH3:12])([CH3:14])[CH3:13], predict the reactants needed to synthesize it. The reactants are: [CH3:1][C:2]1[N:7]=[C:6]([NH:8][C:9](=[O:15])[O:10][C:11]([CH3:14])([CH3:13])[CH3:12])[CH:5]=[CH:4][CH:3]=1.[Li+].CC([N-]C(C)C)C.[C:24](=O)([O:28]CC)[O:25][CH2:26][CH3:27]. (6) Given the product [F:42][C:28]([F:27])([S:38]([O:4][CH:3]([CH:5]1[C:9]2([O:10][CH2:11][CH2:12][CH2:13][O:14]2)[CH2:8][CH2:7][CH2:6]1)[C:2]([F:1])([F:15])[F:16])(=[O:40])=[O:39])[C:29](=[O:37])[NH:30][C:31]1[CH:36]=[CH:35][CH:34]=[CH:33][CH:32]=1, predict the reactants needed to synthesize it. The reactants are: [F:1][C:2]([F:16])([F:15])[CH:3]([CH:5]1[C:9]2([O:14][CH2:13][CH2:12][CH2:11][O:10]2)[CH2:8][CH2:7][CH2:6]1)[OH:4].C[Si](C)(C)[N-][Si](C)(C)C.[Li+].[F:27][C:28]([F:42])([S:38](F)(=[O:40])=[O:39])[C:29](=[O:37])[NH:30][C:31]1[CH:36]=[CH:35][CH:34]=[CH:33][CH:32]=1. (7) Given the product [Cl:1][C:2]1[N:3]=[C:4]([C:9]([NH:16][C:17]2[CH:18]=[CH:19][C:20]([C:23]3[O:24][CH:25]=[C:26]([C:28]([O:30][CH3:31])=[O:29])[N:27]=3)=[CH:21][CH:22]=2)=[O:11])[NH:5][C:6]=1[CH2:7][CH3:8], predict the reactants needed to synthesize it. The reactants are: [Cl:1][C:2]1[N:3]=[C:4]([C:9]([OH:11])=O)[NH:5][C:6]=1[CH2:7][CH3:8].S(Cl)(Cl)=O.[NH2:16][C:17]1[CH:22]=[CH:21][C:20]([C:23]2[O:24][CH:25]=[C:26]([C:28]([O:30][CH3:31])=[O:29])[N:27]=2)=[CH:19][CH:18]=1. (8) Given the product [CH3:1][O:3][C:4]([C:5]1[CH:6]=[C:7]([C:9]2[CH:14]=[CH:13][C:12]([Cl:15])=[C:11]([CH3:16])[CH:10]=2)[NH:21][N:20]=1)=[O:18], predict the reactants needed to synthesize it. The reactants are: [CH2:1]([O:3][C:4](=[O:18])[C:5](=O)[CH:6]=[C:7]([C:9]1[CH:14]=[CH:13][C:12]([Cl:15])=[C:11]([CH3:16])[CH:10]=1)[O-])C.O.[NH2:20][NH2:21]. (9) Given the product [CH3:1][S:2]([C:5]1[CH:10]=[CH:9][C:8]([C:15]2[N:20]=[C:19]([NH2:21])[N:18]=[C:17]([NH:22][CH3:23])[CH:16]=2)=[CH:7][CH:6]=1)(=[O:4])=[O:3], predict the reactants needed to synthesize it. The reactants are: [CH3:1][S:2]([C:5]1[CH:10]=[CH:9][C:8](B(O)O)=[CH:7][CH:6]=1)(=[O:4])=[O:3].Cl[C:15]1[N:20]=[C:19]([NH2:21])[N:18]=[C:17]([NH:22][CH3:23])[CH:16]=1. (10) The reactants are: [C:1]([O:5][C:6]([N:8]1[CH2:13][CH2:12][N:11]([C:14]2[CH:19]=[N:18][CH:17]=[C:16]([O:20][CH2:21][C:22]3[CH:27]=[CH:26][CH:25]=[C:24]([Cl:28])[CH:23]=3)[N:15]=2)[CH2:10][CH2:9]1)=[O:7])([CH3:4])([CH3:3])[CH3:2].[B-](F)(F)(F)[F:30].[B-](F)(F)(F)F.C1[N+]2(CCl)CC[N+](F)(CC2)C1. Given the product [C:1]([O:5][C:6]([N:8]1[CH2:13][CH2:12][N:11]([C:14]2[C:19]([F:30])=[N:18][CH:17]=[C:16]([O:20][CH2:21][C:22]3[CH:27]=[CH:26][CH:25]=[C:24]([Cl:28])[CH:23]=3)[N:15]=2)[CH2:10][CH2:9]1)=[O:7])([CH3:4])([CH3:2])[CH3:3], predict the reactants needed to synthesize it.